Dataset: Catalyst prediction with 721,799 reactions and 888 catalyst types from USPTO. Task: Predict which catalyst facilitates the given reaction. (1) Reactant: [CH2:1]([N:3]1[CH2:8][CH2:7][N:6]([C:9]2[CH:10]=[CH:11][C:12]([N+:16]([O-])=O)=[C:13]([CH:15]=2)[NH2:14])[CH2:5][CH2:4]1)[CH3:2]. Product: [CH2:1]([N:3]1[CH2:4][CH2:5][N:6]([C:9]2[CH:15]=[C:13]([NH2:14])[C:12]([NH2:16])=[CH:11][CH:10]=2)[CH2:7][CH2:8]1)[CH3:2]. The catalyst class is: 29. (2) Reactant: [CH3:1][C:2]1[CH:9]=[C:8]([OH:10])[CH:7]=[C:6]([CH3:11])[C:3]=1[CH:4]=[O:5].[CH2:12](Br)[C:13]1[CH:18]=[CH:17][CH:16]=[CH:15][CH:14]=1.C(=O)([O-])[O-].[K+].[K+]. Product: [CH2:12]([O:10][C:8]1[CH:9]=[C:2]([CH3:1])[C:3]([CH:4]=[O:5])=[C:6]([CH3:11])[CH:7]=1)[C:13]1[CH:18]=[CH:17][CH:16]=[CH:15][CH:14]=1. The catalyst class is: 3. (3) Reactant: Cl[C:2]1[CH:7]=[C:6]([NH:8][C:9]2[CH:14]=[CH:13][CH:12]=[CH:11][C:10]=2[C:15]2[N:20]=[CH:19][CH:18]=[CH:17][N:16]=2)[C:5]([C:21]([F:24])([F:23])[F:22])=[CH:4][N:3]=1.[CH3:25][O:26][C:27]1[CH:33]=[C:32]([N:34]2[CH2:39][CH2:38][N:37]([CH3:40])[CH2:36][CH2:35]2)[CH:31]=[CH:30][C:28]=1[NH2:29].CC1(C)C2C(=C(P(C3C=CC=CC=3)C3C=CC=CC=3)C=CC=2)OC2C(P(C3C=CC=CC=3)C3C=CC=CC=3)=CC=CC1=2.[C:83](=[O:86])([O-])[O-:84].[Cs+].[Cs+]. Product: [C:83]([OH:84])([C:21]([F:24])([F:23])[F:22])=[O:86].[CH3:25][O:26][C:27]1[CH:33]=[C:32]([N:34]2[CH2:35][CH2:36][N:37]([CH3:40])[CH2:38][CH2:39]2)[CH:31]=[CH:30][C:28]=1[NH:29][C:2]1[CH:7]=[C:6]([NH:8][C:9]2[CH:14]=[CH:13][CH:12]=[CH:11][C:10]=2[C:15]2[N:20]=[CH:19][CH:18]=[CH:17][N:16]=2)[C:5]([C:21]([F:24])([F:23])[F:22])=[CH:4][N:3]=1. The catalyst class is: 62.